This data is from Full USPTO retrosynthesis dataset with 1.9M reactions from patents (1976-2016). The task is: Predict the reactants needed to synthesize the given product. (1) Given the product [F:25][C:26]1[CH:27]=[CH:28][C:29]([CH2:30][N:31]2[CH2:35][CH2:34][N:33]([C:36]3[S:40][C:39]([C:41]([NH:49][CH2:50][C:51]4[O:55][C:54]([C:56]([O:58][CH2:59][CH3:60])=[O:57])=[CH:53][CH:52]=4)=[O:42])=[C:38]([CH3:44])[CH:37]=3)[C:32]2=[O:45])=[CH:46][CH:47]=1, predict the reactants needed to synthesize it. The reactants are: CC1C=C(N2CCN(CCOC3C=CC=CC=3)C2=O)SC=1C(O)=O.[F:25][C:26]1[CH:47]=[CH:46][C:29]([CH2:30][N:31]2[CH2:35][CH2:34][N:33]([C:36]3[S:40][C:39]([C:41](O)=[O:42])=[C:38]([CH3:44])[CH:37]=3)[C:32]2=[O:45])=[CH:28][CH:27]=1.Cl.[NH2:49][CH2:50][C:51]1[O:55][C:54]([C:56]([O:58][CH2:59][CH3:60])=[O:57])=[CH:53][CH:52]=1. (2) Given the product [C:26]([O:29][C:30]([N:16]1[C:17]2[C:13](=[CH:12][C:11]3[CH2:20][CH2:21][N:7]([CH2:6][C:5]4[CH:23]=[CH:24][C:2]([F:1])=[CH:3][CH:4]=4)[C:8](=[O:22])[NH:9][C:10]=3[CH:18]=2)[C:14]([I:19])=[N:15]1)=[O:31])([CH3:28])([CH3:27])[CH3:25], predict the reactants needed to synthesize it. The reactants are: [F:1][C:2]1[CH:24]=[CH:23][C:5]([CH2:6][N:7]2[CH2:21][CH2:20][C:11]3[CH:12]=[C:13]4[C:17](=[CH:18][C:10]=3[NH:9][C:8]2=[O:22])[NH:16][N:15]=[C:14]4[I:19])=[CH:4][CH:3]=1.[CH3:25][C:26]([O:29][C:30](O[C:30]([O:29][C:26]([CH3:28])([CH3:27])[CH3:25])=[O:31])=[O:31])([CH3:28])[CH3:27].O. (3) Given the product [CH:8]([O:11][C:12]1[CH:17]=[CH:16][C:15]([NH:18][C:19]([NH:7][CH2:6][C:2]2[O:1][CH:5]=[CH:4][CH:3]=2)=[S:20])=[CH:14][CH:13]=1)([CH3:10])[CH3:9], predict the reactants needed to synthesize it. The reactants are: [O:1]1[CH:5]=[CH:4][CH:3]=[C:2]1[CH2:6][NH2:7].[CH:8]([O:11][C:12]1[CH:17]=[CH:16][C:15]([N:18]=[C:19]=[S:20])=[CH:14][CH:13]=1)([CH3:10])[CH3:9]. (4) Given the product [ClH:46].[ClH:46].[CH3:14][N:15]([CH3:29])[C:16]1([C:23]2[CH:24]=[CH:25][CH:26]=[CH:27][CH:28]=2)[CH2:17][CH2:18][CH:19]([NH:11][CH2:10][CH2:9][C:8]2[C:12]3[C:5](=[CH:4][CH:3]=[C:2]([CH3:1])[CH:13]=3)[NH:6][CH:7]=2)[CH2:20][CH2:21]1, predict the reactants needed to synthesize it. The reactants are: [CH3:1][C:2]1[CH:13]=[C:12]2[C:5]([NH:6][CH:7]=[C:8]2[CH2:9][CH2:10][NH2:11])=[CH:4][CH:3]=1.[CH3:14][N:15]([CH3:29])[C:16]1([C:23]2[CH:28]=[CH:27][CH:26]=[CH:25][CH:24]=2)[CH2:21][CH2:20][C:19](=O)[CH2:18][CH2:17]1.O=O.C(O[BH-](OC(=O)C)OC(=O)C)(=O)C.[Na+].[Cl:46]CCCl. (5) Given the product [F:38][CH:36]([F:37])[CH2:35][O:34][C:29]1[CH:30]=[CH:31][CH:32]=[CH:33][C:28]=1[C:24]1[C:23]2[N:22]([N:21]=[C:20]([NH:19][C:17]3[CH:16]=[CH:15][C:12]4[CH2:13][CH2:14][NH:8][CH2:9][CH2:10][C:11]=4[CH:18]=3)[N:39]=2)[CH:27]=[CH:26][CH:25]=1, predict the reactants needed to synthesize it. The reactants are: C(OC([N:8]1[CH2:14][CH2:13][C:12]2[CH:15]=[CH:16][C:17]([NH:19][C:20]3[N:39]=[C:23]4[C:24]([C:28]5[CH:33]=[CH:32][CH:31]=[CH:30][C:29]=5[O:34][CH2:35][CH:36]([F:38])[F:37])=[CH:25][CH:26]=[CH:27][N:22]4[N:21]=3)=[CH:18][C:11]=2[CH2:10][CH2:9]1)=O)(C)(C)C.FC(F)(F)C(O)=O. (6) The reactants are: [C:1]1([CH:7]2[CH2:12][NH:11][CH2:10][CH2:9][N:8]2[C:13]([O:15][CH2:16][C:17]2[CH:22]=[CH:21][CH:20]=[CH:19][CH:18]=2)=[O:14])[CH:6]=[CH:5][CH:4]=[CH:3][CH:2]=1.Br[C:24]1[CH:29]=[CH:28][CH:27]=[CH:26][CH:25]=1.CC(C)([O-])C.[Na+].C1(P(C2CCCCC2)C2C=CC=CC=2C2C=CC=CC=2N(C)C)CCCCC1. Given the product [C:1]1([CH:7]2[CH2:12][N:11]([C:24]3[CH:29]=[CH:28][CH:27]=[CH:26][CH:25]=3)[CH2:10][CH2:9][N:8]2[C:13]([O:15][CH2:16][C:17]2[CH:18]=[CH:19][CH:20]=[CH:21][CH:22]=2)=[O:14])[CH:2]=[CH:3][CH:4]=[CH:5][CH:6]=1, predict the reactants needed to synthesize it. (7) Given the product [OH:33][C:30]1[CH:29]=[CH:28][C:27]([C@@H:25]2[CH2:26][C@H:24]2[NH:23][C:15](=[O:16])[O:17][C:18]([CH3:19])([CH3:20])[CH3:21])=[CH:32][CH:31]=1, predict the reactants needed to synthesize it. The reactants are: C([O-])([O-])=O.[K+].[K+].[CH3:19][C:18]([O:17][C:15](O[C:15]([O:17][C:18]([CH3:21])([CH3:20])[CH3:19])=[O:16])=[O:16])([CH3:21])[CH3:20].Cl.[NH2:23][C@@H:24]1[CH2:26][C@H:25]1[C:27]1[CH:32]=[CH:31][C:30]([OH:33])=[CH:29][CH:28]=1. (8) Given the product [CH:1]1[N:5]2[C:6]3[CH:15]=[CH:14][CH:13]=[CH:12][C:7]=3[CH2:8][CH2:9][C:10](=[N:17][OH:18])[C:4]2=[N:3][CH:2]=1, predict the reactants needed to synthesize it. The reactants are: [CH:1]1[N:5]2[C:6]3[CH:15]=[CH:14][CH:13]=[CH:12][C:7]=3[CH2:8][CH2:9][C:10](=O)[C:4]2=[N:3][CH:2]=1.Cl.[NH2:17][OH:18].CC([O-])=O.[Na+]. (9) Given the product [N+:17]([C:16]1[CH:15]=[CH:14][CH:13]=[C:12]([N+:20]([O-:22])=[O:21])[C:11]=1[NH:8][CH2:7][CH2:6][C:5]([O:4][CH2:2][CH3:3])=[O:9])([O-:19])=[O:18], predict the reactants needed to synthesize it. The reactants are: Cl.[CH2:2]([O:4][C:5](=[O:9])[CH2:6][CH2:7][NH2:8])[CH3:3].Cl[C:11]1[C:16]([N+:17]([O-:19])=[O:18])=[CH:15][CH:14]=[CH:13][C:12]=1[N+:20]([O-:22])=[O:21].C(N(CC)CC)C.O1CCCC1.